This data is from Forward reaction prediction with 1.9M reactions from USPTO patents (1976-2016). The task is: Predict the product of the given reaction. (1) Given the reactants [F:1][CH:2]([F:21])[C@@:3]1([C:10]2[CH:15]=[C:14]([N+:16]([O-:18])=[O:17])[CH:13]=[C:12]([F:19])[C:11]=2[F:20])[CH2:8][O:7][CH2:6][C:5]([NH2:9])=[N:4]1.CCN(C(C)C)C(C)C.[C:31]([O:35][C:36](O[C:36]([O:35][C:31]([CH3:34])([CH3:33])[CH3:32])=[O:37])=[O:37])([CH3:34])([CH3:33])[CH3:32], predict the reaction product. The product is: [C:31]([O:35][C:36](=[O:37])[NH:9][C:5]1[CH2:6][O:7][CH2:8][C@@:3]([CH:2]([F:1])[F:21])([C:10]2[CH:15]=[C:14]([N+:16]([O-:18])=[O:17])[CH:13]=[C:12]([F:19])[C:11]=2[F:20])[N:4]=1)([CH3:34])([CH3:33])[CH3:32]. (2) The product is: [CH2:17]([CH:24]1[CH2:28][CH2:27][CH2:26][N:25]1[C:2]1[N:7]([CH3:8])[C:6](=[O:9])[CH:5]=[C:4]([C:10]2[CH:15]=[CH:14][N:13]=[CH:12][C:11]=2[F:16])[N:3]=1)[C:18]1[CH:23]=[CH:22][CH:21]=[CH:20][CH:19]=1. Given the reactants Cl[C:2]1[N:7]([CH3:8])[C:6](=[O:9])[CH:5]=[C:4]([C:10]2[CH:15]=[CH:14][N:13]=[CH:12][C:11]=2[F:16])[N:3]=1.[CH2:17]([CH:24]1[CH2:28][CH2:27][CH2:26][NH:25]1)[C:18]1[CH:23]=[CH:22][CH:21]=[CH:20][CH:19]=1.C(N(CC)CC)C, predict the reaction product. (3) Given the reactants [CH3:1][CH:2]1[NH:7][CH2:6][C:5]2[S:8][C:9]([C:11]([O-:13])=O)=[N:10][C:4]=2[CH2:3]1.[Li+].[Cl:15][C:16]1[CH:17]=[C:18]2[C:23](=[CH:24][CH:25]=1)[CH:22]=[C:21]([S:26]([N:29]1[CH2:34][CH2:33][NH:32][CH:31]([C:35]([O:37][CH2:38][CH3:39])=[O:36])[CH2:30]1)(=[O:28])=[O:27])[CH:20]=[CH:19]2, predict the reaction product. The product is: [Cl:15][C:16]1[CH:17]=[C:18]2[C:23](=[CH:24][CH:25]=1)[CH:22]=[C:21]([S:26]([N:29]1[CH2:34][CH2:33][N:32]([C:11]([C:9]3[S:8][C:5]4[CH2:6][NH:7][CH:2]([CH3:1])[CH2:3][C:4]=4[N:10]=3)=[O:13])[CH:31]([C:35]([O:37][CH2:38][CH3:39])=[O:36])[CH2:30]1)(=[O:27])=[O:28])[CH:20]=[CH:19]2. (4) Given the reactants [C:1]([C:5]1[N:6]=[C:7]2[C:12]([C:13]#[N:14])=[CH:11][CH:10]=[CH:9][N:8]2[C:15]=1[C:16]1[CH:21]=[CH:20][CH:19]=[C:18]([OH:22])[CH:17]=1)([CH3:4])([CH3:3])[CH3:2].Br[C:24]1[CH:29]=[CH:28][CH:27]=[C:26]([S:30]([CH:33]([CH3:35])[CH3:34])(=[O:32])=[O:31])[CH:25]=1, predict the reaction product. The product is: [C:1]([C:5]1[N:6]=[C:7]2[C:12]([C:13]#[N:14])=[CH:11][CH:10]=[CH:9][N:8]2[C:15]=1[C:16]1[CH:21]=[CH:20][CH:19]=[C:18]([O:22][C:28]2[CH:29]=[CH:24][CH:25]=[C:26]([S:30]([CH:33]([CH3:35])[CH3:34])(=[O:31])=[O:32])[CH:27]=2)[CH:17]=1)([CH3:4])([CH3:2])[CH3:3]. (5) Given the reactants [Cl:1][C:2]1[CH:31]=[CH:30][C:5]([CH2:6][NH:7][C:8]([C:10]2[C:19](=[O:20])[C:18]3[C:13](=[C:14](I)[CH:15]=[C:16]([CH2:21][CH:22]4[CH2:27][CH2:26][O:25][CH2:24][CH2:23]4)[CH:17]=3)[N:12]([CH3:29])[CH:11]=2)=[O:9])=[CH:4][CH:3]=1.[CH3:32][N:33]([CH2:35][C:36]#[CH:37])[CH3:34], predict the reaction product. The product is: [Cl:1][C:2]1[CH:31]=[CH:30][C:5]([CH2:6][NH:7][C:8]([C:10]2[C:19](=[O:20])[C:18]3[C:13](=[C:14]([C:37]#[C:36][CH2:35][N:33]([CH3:34])[CH3:32])[CH:15]=[C:16]([CH2:21][CH:22]4[CH2:27][CH2:26][O:25][CH2:24][CH2:23]4)[CH:17]=3)[N:12]([CH3:29])[CH:11]=2)=[O:9])=[CH:4][CH:3]=1. (6) The product is: [CH3:13][O:14][C:15]1[CH:16]=[C:17]([S:21]([NH:1][C:2]2[S:3][CH:4]=[C:5]([CH2:7][C:8]([O:10][CH2:11][CH3:12])=[O:9])[N:6]=2)(=[O:23])=[O:22])[CH:18]=[CH:19][CH:20]=1. Given the reactants [NH2:1][C:2]1[S:3][CH:4]=[C:5]([CH2:7][C:8]([O:10][CH2:11][CH3:12])=[O:9])[N:6]=1.[CH3:13][O:14][C:15]1[CH:16]=[C:17]([S:21](Cl)(=[O:23])=[O:22])[CH:18]=[CH:19][CH:20]=1, predict the reaction product. (7) Given the reactants [O:1]([CH2:8][CH2:9][O:10][C@@H:11]1[CH2:16][CH2:15][C@H:14]([CH2:17][OH:18])[CH2:13][CH2:12]1)[C:2]1[CH:7]=[CH:6][CH:5]=[CH:4][CH:3]=1.C(N(CC)CC)C.[CH3:26][S:27](Cl)(=[O:29])=[O:28].C([O-])(O)=O.[Na+], predict the reaction product. The product is: [CH3:26][S:27]([O:18][CH2:17][C@H:14]1[CH2:15][CH2:16][C@@H:11]([O:10][CH2:9][CH2:8][O:1][C:2]2[CH:7]=[CH:6][CH:5]=[CH:4][CH:3]=2)[CH2:12][CH2:13]1)(=[O:29])=[O:28]. (8) The product is: [CH:2]1([CH3:1])[CH2:3][CH2:4][CH:5]([CH:9]([CH3:11])[CH3:10])[CH:6]([O:8][S:20]([C:23]2[CH:29]=[CH:28][C:26]([CH3:27])=[CH:25][CH:24]=2)(=[O:22])=[O:21])[CH2:7]1. Given the reactants [CH3:1][CH:2]1[CH2:7][CH:6]([OH:8])[CH:5]([CH:9]([CH3:11])[CH3:10])[CH2:4][CH2:3]1.N12CCN(CC1)CC2.[S:20](Cl)([C:23]1[CH:29]=[CH:28][C:26]([CH3:27])=[CH:25][CH:24]=1)(=[O:22])=[O:21], predict the reaction product. (9) Given the reactants [OH:1][CH:2]([C:7]1[CH:12]=[CH:11][C:10](Br)=[CH:9][CH:8]=1)[CH:3]([CH3:6])[CH2:4][CH3:5].[CH3:14][N:15](C=O)C, predict the reaction product. The product is: [OH:1][CH:2]([C:7]1[CH:12]=[CH:11][C:10]([C:14]#[N:15])=[CH:9][CH:8]=1)[CH:3]([CH3:6])[CH2:4][CH3:5].